Dataset: Catalyst prediction with 721,799 reactions and 888 catalyst types from USPTO. Task: Predict which catalyst facilitates the given reaction. (1) Reactant: [C:1]1([N:7]2[C:19]3[CH:18]=[CH:17][CH:16]=[CH:15][C:14]=3[C:13]3[C:8]2=[CH:9][CH:10]=[CH:11][CH:12]=3)[CH:6]=[CH:5][CH:4]=[CH:3][CH:2]=1.[Br:20]N1C(=O)CCC1=O.O.CO. Product: [Br:20][C:16]1[CH:17]=[CH:18][C:19]2[N:7]([C:1]3[CH:2]=[CH:3][CH:4]=[CH:5][CH:6]=3)[C:8]3[C:13]([C:14]=2[CH:15]=1)=[CH:12][CH:11]=[CH:10][CH:9]=3. The catalyst class is: 15. (2) Reactant: C([O-])([O-])=[O:2].[K+].[K+].OO.[C:9]([C:11]1[CH:12]=[C:13]2[C:21](=[CH:22][CH:23]=1)[N:20]([CH2:24][C:25]1[CH:30]=[CH:29][CH:28]=[C:27]([F:31])[CH:26]=1)[C:19]1[CH2:18][CH2:17][CH:16]([NH:32][C:33](=[O:37])[CH:34]([CH3:36])[CH3:35])[CH2:15][C:14]2=1)#[N:10]. Product: [F:31][C:27]1[CH:26]=[C:25]([CH:30]=[CH:29][CH:28]=1)[CH2:24][N:20]1[C:21]2[CH:22]=[CH:23][C:11]([C:9]([NH2:10])=[O:2])=[CH:12][C:13]=2[C:14]2[CH2:15][CH:16]([NH:32][C:33](=[O:37])[CH:34]([CH3:35])[CH3:36])[CH2:17][CH2:18][C:19]1=2. The catalyst class is: 58. (3) Reactant: [C:1]([N:4]1[C:13]2[C:8](=[CH:9][C:10]([C:14]3[N:15]=[CH:16][N:17]([CH2:19][CH2:20][NH:21]C(OC(C)(C)C)=O)[CH:18]=3)=[CH:11][CH:12]=2)[C@H:7]([NH:29][C:30](=[O:35])[O:31][CH:32]([CH3:34])[CH3:33])[CH2:6][C@@H:5]1[CH3:36])(=[O:3])[CH3:2].[ClH:37].CCOCC. Product: [ClH:37].[C:1]([N:4]1[C:13]2[C:8](=[CH:9][C:10]([C:14]3[N:15]=[CH:16][N:17]([CH2:19][CH2:20][NH2:21])[CH:18]=3)=[CH:11][CH:12]=2)[C@H:7]([NH:29][C:30](=[O:35])[O:31][CH:32]([CH3:33])[CH3:34])[CH2:6][C@@H:5]1[CH3:36])(=[O:3])[CH3:2]. The catalyst class is: 12. (4) Reactant: [O:1]=[C:2]1[CH2:6][CH2:5][CH2:4][N:3]1[CH2:7][CH2:8][C:9]([OH:11])=O.CN(C(ON1N=NC2C=CC=NC1=2)=[N+](C)C)C.F[P-](F)(F)(F)(F)F.C(N(C(C)C)C(C)C)C.[O:45]1[CH2:50][CH2:49][O:48][CH2:47][CH:46]1[C:51]1[C:59]2[S:58][C:57]([NH2:60])=[N:56][C:55]=2[C:54]([O:61][CH3:62])=[CH:53][CH:52]=1. Product: [O:45]1[CH2:50][CH2:49][O:48][CH2:47][CH:46]1[C:51]1[C:59]2[S:58][C:57]([NH:60][C:9](=[O:11])[CH2:8][CH2:7][N:3]3[CH2:4][CH2:5][CH2:6][C:2]3=[O:1])=[N:56][C:55]=2[C:54]([O:61][CH3:62])=[CH:53][CH:52]=1. The catalyst class is: 396. (5) Reactant: [C:1]([O:5][C:6]([N:8]1[CH2:13][CH:12]=[C:11]([C:14]2[C:15]3[N:16]([N:21]=[C:22]([NH2:24])[N:23]=3)[CH:17]=[C:18]([CH3:20])[CH:19]=2)[CH2:10][CH2:9]1)=[O:7])([CH3:4])([CH3:3])[CH3:2].Br[C:26]1[CH:31]=[CH:30][C:29]([N:32]2[CH:36]=[C:35]([CH3:37])[N:34]=[CH:33]2)=[C:28]([O:38][CH3:39])[CH:27]=1.C(Cl)Cl. Product: [CH3:39][O:38][C:28]1[CH:27]=[C:26]([NH:24][C:22]2[N:23]=[C:15]3[C:14]([C:11]4[CH2:10][CH2:9][N:8]([C:6]([O:5][C:1]([CH3:4])([CH3:2])[CH3:3])=[O:7])[CH2:13][CH:12]=4)=[CH:19][C:18]([CH3:20])=[CH:17][N:16]3[N:21]=2)[CH:31]=[CH:30][C:29]=1[N:32]1[CH:36]=[C:35]([CH3:37])[N:34]=[CH:33]1. The catalyst class is: 61. (6) Reactant: [H-].[Na+].[Cl:3][C:4]1[N:9]=[CH:8][NH:7][C:6]2=[N:10][CH:11]=[CH:12][C:5]=12.Cl[CH2:14][O:15][CH2:16][C:17]1[CH:22]=[CH:21][CH:20]=[CH:19][CH:18]=1. Product: [CH2:16]([O:15][CH2:14][N:10]1[C:6]2[N:7]=[CH:8][N:9]=[C:4]([Cl:3])[C:5]=2[CH:12]=[CH:11]1)[C:17]1[CH:22]=[CH:21][CH:20]=[CH:19][CH:18]=1. The catalyst class is: 7. (7) Reactant: [CH3:1][N:2]1[C:7]2[CH:8]=[CH:9][S:10][C:6]=2[C:5](=O)[O:4]C1=O.[NH3:13]. Product: [CH3:1][NH:2][C:7]1[CH:8]=[CH:9][S:10][C:6]=1[C:5]([NH2:13])=[O:4]. The catalyst class is: 7.